Dataset: Catalyst prediction with 721,799 reactions and 888 catalyst types from USPTO. Task: Predict which catalyst facilitates the given reaction. (1) Reactant: O[C:2]([C:4](F)(F)F)=O.[Cl:8][C:9]1[C:14]([O:15][CH3:16])=[CH:13][C:12]([O:17][CH3:18])=[C:11]([Cl:19])[C:10]=1[NH:20][C:21](=[O:48])[N:22]([C:24]1[N:29]=[CH:28][N:27]=[C:26]([NH:30][C:31]2[CH:36]=[CH:35][C:34]([CH:37]3[CH2:42][CH2:41][NH:40][CH2:39][CH2:38]3)=[CH:33][C:32]=2[NH:43][C:44](=[O:47])[CH:45]=[CH2:46])[CH:25]=1)[CH3:23].CC([O-])=O.[Na+].C(=O)C.[BH3-]C#N.[Na+]. Product: [Cl:19][C:11]1[C:12]([O:17][CH3:18])=[CH:13][C:14]([O:15][CH3:16])=[C:9]([Cl:8])[C:10]=1[NH:20][C:21](=[O:48])[N:22]([C:24]1[N:29]=[CH:28][N:27]=[C:26]([NH:30][C:31]2[CH:36]=[CH:35][C:34]([CH:37]3[CH2:42][CH2:41][N:40]([CH2:2][CH3:4])[CH2:39][CH2:38]3)=[CH:33][C:32]=2[NH:43][C:44](=[O:47])[CH:45]=[CH2:46])[CH:25]=1)[CH3:23]. The catalyst class is: 14. (2) Reactant: C(OC(=O)[N:10]([CH2:41][C:42]1[CH:47]=[CH:46][C:45]([CH3:48])=[CH:44][C:43]=1[CH3:49])[CH2:11][C@H:12]([NH:18][C:19](=[O:40])[CH2:20][C:21](=[O:39])[NH:22][C:23]1[CH:28]=[C:27]([C:29]([F:32])([F:31])[F:30])[CH:26]=[C:25]([NH:33][C:34]([NH:36][CH2:37][CH3:38])=[O:35])[CH:24]=1)[C@@H:13]([OH:17])[CH2:14][CH2:15][CH3:16])C1C=CC=CC=1. Product: [CH3:49][C:43]1[CH:44]=[C:45]([CH3:48])[CH:46]=[CH:47][C:42]=1[CH2:41][NH:10][CH2:11][C@H:12]([NH:18][C:19](=[O:40])[CH2:20][C:21]([NH:22][C:23]1[CH:28]=[C:27]([C:29]([F:30])([F:31])[F:32])[CH:26]=[C:25]([NH:33][C:34]([NH:36][CH2:37][CH3:38])=[O:35])[CH:24]=1)=[O:39])[C@@H:13]([OH:17])[CH2:14][CH2:15][CH3:16]. The catalyst class is: 19.